Task: Regression. Given two drug SMILES strings and cell line genomic features, predict the synergy score measuring deviation from expected non-interaction effect.. Dataset: NCI-60 drug combinations with 297,098 pairs across 59 cell lines (1) Drug 1: C1=NC2=C(N1)C(=S)N=CN2. Drug 2: CCN(CC)CCCC(C)NC1=C2C=C(C=CC2=NC3=C1C=CC(=C3)Cl)OC. Cell line: UACC62. Synergy scores: CSS=17.3, Synergy_ZIP=2.37, Synergy_Bliss=12.8, Synergy_Loewe=-17.5, Synergy_HSA=0.0220. (2) Drug 1: CC(C)(C#N)C1=CC(=CC(=C1)CN2C=NC=N2)C(C)(C)C#N. Drug 2: C1=NC(=NC(=O)N1C2C(C(C(O2)CO)O)O)N. Cell line: NCI-H226. Synergy scores: CSS=18.9, Synergy_ZIP=-5.30, Synergy_Bliss=-0.277, Synergy_Loewe=-2.12, Synergy_HSA=-1.97. (3) Drug 1: CCCS(=O)(=O)NC1=C(C(=C(C=C1)F)C(=O)C2=CNC3=C2C=C(C=N3)C4=CC=C(C=C4)Cl)F. Drug 2: CC1=C(C(=CC=C1)Cl)NC(=O)C2=CN=C(S2)NC3=CC(=NC(=N3)C)N4CCN(CC4)CCO. Cell line: HOP-92. Synergy scores: CSS=31.7, Synergy_ZIP=6.01, Synergy_Bliss=12.1, Synergy_Loewe=-2.34, Synergy_HSA=11.1.